Dataset: Full USPTO retrosynthesis dataset with 1.9M reactions from patents (1976-2016). Task: Predict the reactants needed to synthesize the given product. (1) Given the product [F:8][C:6]1[CH:5]=[C:4]([CH2:9][C:10]([NH:12][C@H:13]([C:15]([NH:19][C@@H:20]([CH2:25][C:26]2[CH:35]=[CH:34][C:33]3[C:28](=[CH:29][CH:30]=[CH:31][CH:32]=3)[CH:27]=2)[C:21]([O:23][CH3:24])=[O:22])=[O:17])[CH3:14])=[O:11])[CH:3]=[C:2]([F:1])[CH:7]=1, predict the reactants needed to synthesize it. The reactants are: [F:1][C:2]1[CH:3]=[C:4]([CH2:9][C:10]([NH:12][C@H:13]([C:15]([OH:17])=O)[CH3:14])=[O:11])[CH:5]=[C:6]([F:8])[CH:7]=1.Cl.[NH2:19][C@@H:20]([CH2:25][C:26]1[CH:35]=[CH:34][C:33]2[C:28](=[CH:29][CH:30]=[CH:31][CH:32]=2)[CH:27]=1)[C:21]([O:23][CH3:24])=[O:22]. (2) Given the product [OH:23][CH2:22][CH2:21][NH:20][C:18]([C:17]1[C:12]([NH:11][C:5]2[CH:6]=[CH:7][C:8]([I:10])=[CH:9][C:4]=2[F:3])=[CH:13][C:14]2[N:15]([CH2:26][CH2:25][N:24]=2)[CH:16]=1)=[O:19], predict the reactants needed to synthesize it. The reactants are: II.[F:3][C:4]1[CH:9]=[C:8]([I:10])[CH:7]=[CH:6][C:5]=1[NH:11][C:12]1[C:17]([C:18]([NH:20][CH2:21][CH2:22][OH:23])=[O:19])=[CH:16][N:15]=[C:14]([NH:24][CH2:25][CH2:26]O)[CH:13]=1.C1(P(C2C=CC=CC=2)C2C=CC=CC=2)C=CC=CC=1.C(N(CC)CC)C. (3) The reactants are: [CH3:1][O:2][C:3]([C:5]1[CH:6]=[CH:7][C:8]([C:11]([O-:13])=O)=[N:9][CH:10]=1)=[O:4].[K+].S(Cl)(Cl)=O.[CH:19]([N:22]([CH:26]([CH3:28])[CH3:27])[CH2:23][CH2:24][NH2:25])([CH3:21])[CH3:20].C(N(CC)CC)C. Given the product [CH3:1][O:2][C:3](=[O:4])[C:5]1[CH:6]=[CH:7][C:8]([C:11](=[O:13])[NH:25][CH2:24][CH2:23][N:22]([CH:26]([CH3:28])[CH3:27])[CH:19]([CH3:21])[CH3:20])=[N:9][CH:10]=1, predict the reactants needed to synthesize it. (4) The reactants are: [C:1]([O:6][CH2:7]Cl)(=[O:5])[CH2:2][CH2:3][CH3:4].[Cl:9][C:10]1[CH:15]=[CH:14][C:13]([Cl:16])=[CH:12][C:11]=1[C:17]1[CH:22]=[CH:21][C:20]([CH2:23][N:24]([CH2:34][C@@H:35]([OH:39])[C:36]([OH:38])=[O:37])[NH:25][C:26]([C:28]2[N:29]=[N:30][N:31]([OH:33])[CH:32]=2)=[O:27])=[CH:19][CH:18]=1.CC(C)=O.CCN(CC)CC. Given the product [C:36]([C@H:35]([OH:39])[CH2:34][N:24]([CH2:23][C:20]1[CH:19]=[CH:18][C:17]([C:11]2[CH:12]=[C:13]([Cl:16])[CH:14]=[CH:15][C:10]=2[Cl:9])=[CH:22][CH:21]=1)[NH:25][C:26]([C:28]1[N:29]=[N:30][N:31]([O:33][CH2:7][O:6][C:1](=[O:5])[CH2:2][CH2:3][CH3:4])[CH:32]=1)=[O:27])([OH:38])=[O:37], predict the reactants needed to synthesize it.